This data is from Forward reaction prediction with 1.9M reactions from USPTO patents (1976-2016). The task is: Predict the product of the given reaction. (1) Given the reactants [CH3:1][CH:2]([O:4][C:5]1[CH:6]=[CH:7][C:8]([CH2:11][OH:12])=[N:9][CH:10]=1)[CH3:3].CC1(C)N([O])C(C)(C)CCC1.ClN1C(=O)N(Cl)C(=O)N(Cl)C1=O, predict the reaction product. The product is: [CH3:3][CH:2]([O:4][C:5]1[CH:6]=[CH:7][C:8]([CH:11]=[O:12])=[N:9][CH:10]=1)[CH3:1]. (2) Given the reactants [O-]CC.[Na+].[C:5](=[O:18])([O:9][C@@H:10]1[CH:15]2[CH2:16][CH2:17][N:12]([CH2:13][CH2:14]2)[CH2:11]1)OCC.[C:19]1([C@H:25]2[C:34]3[C:29](=[CH:30][CH:31]=[CH:32][CH:33]=3)[CH2:28][CH2:27][NH:26]2)[CH:24]=[CH:23][CH:22]=[CH:21][CH:20]=1, predict the reaction product. The product is: [CH:22]1[CH:21]=[CH:20][C:19]([C@@H:25]2[N:26]([C:5]([O:9][C@@H:10]3[CH:15]4[CH2:14][CH2:13][N:12]([CH2:17][CH2:16]4)[CH2:11]3)=[O:18])[CH2:27][CH2:28][C:29]3[CH:30]=[CH:31][CH:32]=[CH:33][C:34]2=3)=[CH:24][CH:23]=1. (3) The product is: [F:27][C:21]1[CH:22]=[C:23]([F:26])[CH:24]=[CH:25][C:20]=1[N:19]1[CH:15]([C:11]2[CH:12]=[CH:13][CH:14]=[C:9]([N:6]3[CH2:7][CH2:8][CH:3]([NH:2][S:43]([CH3:42])(=[O:45])=[O:44])[CH2:4][CH2:5]3)[CH:10]=2)[CH2:16][C:17]([C:28]([F:34])([F:33])[C:29]([F:32])([F:31])[F:30])=[N:18]1. Given the reactants Cl.[NH2:2][CH:3]1[CH2:8][CH2:7][N:6]([C:9]2[CH:10]=[C:11]([CH:15]3[N:19]([C:20]4[CH:25]=[CH:24][C:23]([F:26])=[CH:22][C:21]=4[F:27])[N:18]=[C:17]([C:28]([F:34])([F:33])[C:29]([F:32])([F:31])[F:30])[CH2:16]3)[CH:12]=[CH:13][CH:14]=2)[CH2:5][CH2:4]1.C(N(CC)CC)C.[CH3:42][S:43](Cl)(=[O:45])=[O:44], predict the reaction product. (4) Given the reactants [Cl:1][C:2]1[CH:7]=[CH:6][CH:5]=[CH:4][C:3]=1B(O)O.Br[C:12]1[CH:13]=[N:14][CH:15]=[CH:16][CH:17]=1.C(=O)([O-])[O-].[K+].[K+], predict the reaction product. The product is: [Cl:1][C:2]1[CH:7]=[CH:6][CH:5]=[CH:4][C:3]=1[C:13]1[CH:12]=[CH:17][CH:16]=[CH:15][N:14]=1.